This data is from Catalyst prediction with 721,799 reactions and 888 catalyst types from USPTO. The task is: Predict which catalyst facilitates the given reaction. Reactant: [C:1]([O:11][C:12]([CH3:15])([CH3:14])[CH3:13])(=[O:10])[CH2:2][C:3]([O:5][C:6]([CH3:9])([CH3:8])[CH3:7])=[O:4].[H-].[Na+].Br[C:19]1[CH:32]=[CH:31][C:22]2[CH:23]=[C:24]([C:26]([O:28][CH2:29][CH3:30])=[O:27])[S:25][C:21]=2[CH:20]=1.[NH4+].[Cl-]. Product: [CH2:29]([O:28][C:26]([C:24]1[S:25][C:21]2[CH:20]=[C:19]([CH:2]([C:3]([O:5][C:6]([CH3:7])([CH3:8])[CH3:9])=[O:4])[C:1]([O:11][C:12]([CH3:15])([CH3:14])[CH3:13])=[O:10])[CH:32]=[CH:31][C:22]=2[CH:23]=1)=[O:27])[CH3:30]. The catalyst class is: 1.